This data is from Forward reaction prediction with 1.9M reactions from USPTO patents (1976-2016). The task is: Predict the product of the given reaction. Given the reactants [CH3:1][O:2][C:3]([CH:5]1[CH2:7][NH:6]1)=[O:4].CC(C[AlH]CC(C)C)C.CO.O.[CH3:20][C:21]#[N:22], predict the reaction product. The product is: [NH:22]1[CH2:20][CH:21]1[CH:1]1[O:2][CH:3]([OH:4])[CH:5]2[N:6]1[CH2:7]2.